Dataset: Reaction yield outcomes from USPTO patents with 853,638 reactions. Task: Predict the reaction yield, written as a fraction of the theoretical maximum amount of product (1.0 means a 100% yield; for example, 0.34 means a 34% yield). (1) The reactants are [NH2:1][C:2]1[CH:7]=[CH:6][C:5]([CH2:8][CH2:9][C:10]([OH:12])=[O:11])=[CH:4][CH:3]=1.[OH:13][S:14]([OH:17])(=[O:16])=[O:15].[CH3:18]O. No catalyst specified. The product is [S:14](=[O:15])(=[O:13])([OH:17])[OH:16].[CH3:18][O:11][C:10](=[O:12])[CH2:9][CH2:8][C:5]1[CH:4]=[CH:3][C:2]([NH2:1])=[CH:7][CH:6]=1. The yield is 0.850. (2) The reactants are [I:1][C:2]1[CH:17]=[CH:16][C:5]2[NH:6][C:7]([CH2:12][C:13](O)=[O:14])=[N:8][S:9](=[O:11])(=[O:10])[C:4]=2[CH:3]=1.C([O:21][C:22]([C:24]1[N:25]([NH:29][CH2:30][CH2:31][CH:32]([CH3:34])[CH3:33])[CH:26]=[CH:27][CH:28]=1)=O)C=C.ClCCl.[O-]CC.[Na+].Cl. The catalyst is CN(C)C=O.C(O)C. The product is [OH:21][C:22]1[C:24]2[N:25]([CH:26]=[CH:27][CH:28]=2)[N:29]([CH2:30][CH2:31][CH:32]([CH3:34])[CH3:33])[C:13](=[O:14])[C:12]=1[C:7]1[NH:6][C:5]2[CH:16]=[CH:17][C:2]([I:1])=[CH:3][C:4]=2[S:9](=[O:11])(=[O:10])[N:8]=1. The yield is 0.680. (3) The reactants are [N:1]([CH2:4][C@@H:5]([NH:14][C:15](=[O:21])[O:16][C:17]([CH3:20])([CH3:19])[CH3:18])[CH2:6][C@H:7]([CH2:12][OH:13])[CH2:8][CH2:9][CH2:10]Cl)=[N+:2]=[N-:3].[CH3:22]OS(OC)(=O)=O. The catalyst is CN(C=O)C. The product is [N:1]([CH2:4][C@@H:5]([N:14]([CH3:22])[C:15](=[O:21])[O:16][C:17]([CH3:20])([CH3:19])[CH3:18])[CH2:6][C@H:7]1[CH2:8][CH2:9][CH2:10][O:13][CH2:12]1)=[N+:2]=[N-:3]. The yield is 0.820.